From a dataset of Experimentally validated miRNA-target interactions with 360,000+ pairs, plus equal number of negative samples. Binary Classification. Given a miRNA mature sequence and a target amino acid sequence, predict their likelihood of interaction. (1) The miRNA is hsa-miR-484 with sequence UCAGGCUCAGUCCCCUCCCGAU. The protein sequence of the target gene is MAQVAMSTLPVEDEESSESRMVVTFLMSALESMCKELAKSKAEVACIAVYETDVFVVGTERGRAFVNTRKDFQKDFVKYCVEEEEKAAEMHKMKSTTQANRMSVDAVEIETLRKTVEDYFCFCYGKALGKSTVVPVPYEKMLRDQSAVVVQGLPEGVAFKHPENYDLATLKWILENKAGISFIIKRPFLEPKKHVGGRVMVTDADRSILSPGGSCGPIKVKTEPTEDSGISLEMAAVTVKEESEDPDYYQYNIQAGPSETDDVDEKQPLSKPLQGSHHSSEGNEGTEMEVPAEDSTQHVP.... Result: 1 (interaction). (2) The miRNA is hsa-miR-2053 with sequence GUGUUAAUUAAACCUCUAUUUAC. The protein sequence of the target gene is MTSCSNTCGSRRAQADTEGGYQQRYGVRSYLHQFYEDCTASIWEYEDDFQIQRSPNRWSSVFWKVGLISGTVFVILGLTVLAVGFLVPPKIEAFGEADFMVVDTHAVKYNGALDTCKLAGAVLFCIGGTSMAGCLLMSVFAKSYSKEEKFLQQKFKERIADIKAHTQPITKAPGPGDTKIPVTLSRVQNVQPLSAT. Result: 0 (no interaction). (3) Result: 0 (no interaction). The protein sequence of the target gene is MLLTVYCVRRDLSEVTFSLQVDADFELHNFRALCELESGIPAAESQIVYAERPLTDNHRSLASYGLKDGDVVILRQKENADPRPAVQFSNLPRIDFSSIAVPGTSNPQQRQLPRTQAQHSSPGEMASSPQGLDNPALLRDMLLANPHELSLLKERNPPLAEALLSGDLEKFSRVLVEQQQDRARREQERIRLFSADPFDLEAQAKIEEDIRQQNIEENMTIAMEEAPESFGQVAMLYINCRVNGHPVKAFVDSGAQMTIMSQACAERCNIMRLVDRRWAGIAKGVGTQKIIGRVHLAQVQ.... The miRNA is hsa-miR-3689c with sequence CUGGGAGGUGUGAUAUUGUGGU. (4) The miRNA is mmu-let-7d-5p with sequence AGAGGUAGUAGGUUGCAUAGUU. The protein sequence of the target gene is MKVLLLKDAKEDDSGLDPYIQELRLCGLEATLIPVLSFEFMSLPSLSEKLSHPEGFGGLIFTSPRAVEAVKLCLEKDNKTEAWEKSLKDRWNAKSVYVVGSATASLVNKIGLDAEGAGSGNAEKLAEYICSKPSSELPLLFPCGTIKGDTLPKMLKDKGIPMESMHVYQTVPHPGIQGSLKSYYEDQGIPASITFFSPSGLKYSLEYIQALSGSSFDQIKFIAIGPSTTRAMAAKGLPVSCTAESPTPQALAAGIRNVLKPNHCC. Result: 0 (no interaction). (5) The protein sequence of the target gene is MHSMISSVDVKSEVPMGLEPISPLDLRTDLRMMMPVVDPVVREKQLQQELLLIQQQQQIQKQLLIAEFQKQHENLTRQHQAQLQEHIKELLAIKQQQELLEKEQKLEQQRQEQEVERHRREQQLPPLRGKDRGRERAVASTEVKQKLQEFLLSKSATKDTPTNGKNHSVGRHPKLWYTAAHHTSLDQSSPPLSGTSPSYKYTLPGAQDSKDDFPLRKTASEPNLKVRSRLKQKVAERRSSPLLRRKDGNLVTSFKKRVFEVAESSVSSSSPGSGPSSPNNGPAGNVTENEASALPPTPHP.... The miRNA is hsa-miR-5591-5p with sequence UGGGAGCUAAGCUAUGGGUAU. Result: 0 (no interaction). (6) Result: 0 (no interaction). The miRNA is hsa-miR-6739-5p with sequence UGGGAAAGAGAAAGAACAAGUA. The protein sequence of the target gene is MLELRHRGSCPGPREAVSPPHREGEAAGGDHETESTSDKETDIDDRYGDLDSRTDSDIPEIPPSSDRTPEILKKALSGLSSRWKNWWIRGILTLTMISLFFLIIYMGSFMLMLLVLGIQVKCFHEIITIGYRVYHSYDLPWFRTLSWYFLLCVNYFFYGETVADYFATFVQREEQLQFLIRYHRFISFALYLAGFCMFVLSLVKKHYRLQFYMFAWTHVTLLITVTQSHLVIQNLFEGMIWFLVPISSVICNDITAYLFGFFFGRTPLIKLSPKKTWEGFIGGFFSTVVFGFIAAYVLSK....